From a dataset of Reaction yield outcomes from USPTO patents with 853,638 reactions. Predict the reaction yield, written as a fraction of the theoretical maximum amount of product (1.0 means a 100% yield; for example, 0.34 means a 34% yield). The reactants are [CH3:1][C:2]1[CH:3]=[C:4]([NH:16][C:17]2[C:26]3[C:21](=[CH:22][CH:23]=[CH:24][C:25]=3[O:27][C@H:28]([CH3:33])[C:29](OC)=[O:30])[N:20]=[CH:19][N:18]=2)[CH:5]=[CH:6][C:7]=1[O:8][CH2:9][C:10]1[CH:15]=[CH:14][CH:13]=[CH:12][N:11]=1.[OH:34][C@@H:35]1[CH2:39][CH2:38][NH:37][CH2:36]1. The catalyst is C1COCC1. The product is [CH3:1][C:2]1[CH:3]=[C:4]([NH:16][C:17]2[C:26]3[C:21](=[CH:22][CH:23]=[CH:24][C:25]=3[O:27][C@H:28]([CH3:33])[C:29]([N:37]3[CH2:38][CH2:39][C@@H:35]([OH:34])[CH2:36]3)=[O:30])[N:20]=[CH:19][N:18]=2)[CH:5]=[CH:6][C:7]=1[O:8][CH2:9][C:10]1[CH:15]=[CH:14][CH:13]=[CH:12][N:11]=1. The yield is 0.690.